This data is from Peptide-MHC class I binding affinity with 185,985 pairs from IEDB/IMGT. The task is: Regression. Given a peptide amino acid sequence and an MHC pseudo amino acid sequence, predict their binding affinity value. This is MHC class I binding data. The peptide sequence is DLKLVDVKL. The MHC is HLA-B18:01 with pseudo-sequence HLA-B18:01. The binding affinity (normalized) is 0.0847.